This data is from Reaction yield outcomes from USPTO patents with 853,638 reactions. The task is: Predict the reaction yield, written as a fraction of the theoretical maximum amount of product (1.0 means a 100% yield; for example, 0.34 means a 34% yield). (1) The reactants are [OH:1][C@@H:2]([CH2:18][N:19]1[CH2:24][CH2:23][O:22][CH2:21][CH2:20]1)[CH2:3][N:4]1[CH2:10][CH2:9][CH2:8][C:7]2[NH:11][C:12]([CH:15]=O)=[C:13]([CH3:14])[C:6]=2[C:5]1=[O:17].[Br:25][C:26]1[CH:27]=[C:28]2[C:32](=[CH:33][CH:34]=1)[NH:31][C:30](=[O:35])[CH2:29]2.N1CCCCC1. The catalyst is C(O)C. The product is [Br:25][C:26]1[CH:27]=[C:28]2[C:32](=[CH:33][CH:34]=1)[NH:31][C:30](=[O:35])/[C:29]/2=[CH:15]\[C:12]1[NH:11][C:7]2[CH2:8][CH2:9][CH2:10][N:4]([CH2:3][C@@H:2]([OH:1])[CH2:18][N:19]3[CH2:20][CH2:21][O:22][CH2:23][CH2:24]3)[C:5](=[O:17])[C:6]=2[C:13]=1[CH3:14]. The yield is 0.810. (2) The reactants are Cl[C:2]1[C:3]2[CH2:17][CH2:16][CH2:15][C:4]=2[N:5]=[C:6]([C:8]2[CH:13]=[CH:12][CH:11]=[C:10]([Cl:14])[CH:9]=2)[N:7]=1.CN1C(=O)CCC1.[CH3:25][C:26]1[CH:34]=[CH:33][C:29]([CH2:30][Mg]Cl)=[CH:28][CH:27]=1.[Cl-]. The catalyst is C1COCC1. The product is [Cl:14][C:10]1[CH:9]=[C:8]([C:6]2[N:7]=[C:2]([CH2:25][C:26]3[CH:34]=[CH:33][C:29]([CH3:30])=[CH:28][CH:27]=3)[C:3]3[CH2:17][CH2:16][CH2:15][C:4]=3[N:5]=2)[CH:13]=[CH:12][CH:11]=1. The yield is 0.520. (3) The reactants are [C:1]([C:4]1[C:12]2[O:11][C:10]([CH:13]3[CH2:17][CH2:16][CH2:15][N:14]3C(OCC3C=CC=CC=3)=O)=[N:9][C:8]=2[CH:7]=[CH:6][CH:5]=1)(=[O:3])[NH2:2].[H][H]. The catalyst is CO.[Pd]. The product is [NH:14]1[CH2:15][CH2:16][CH2:17][CH:13]1[C:10]1[O:11][C:12]2[C:4]([C:1]([NH2:2])=[O:3])=[CH:5][CH:6]=[CH:7][C:8]=2[N:9]=1. The yield is 0.130. (4) The reactants are Cl.[NH:2]1[CH2:6][CH2:5][CH2:4][C@H:3]1[C:7]([O:9][CH2:10][C:11]1[CH:16]=[CH:15][CH:14]=[CH:13][CH:12]=1)=[O:8].[CH:17]([S:19]([C:22]1[CH:27]=[CH:26][CH:25]=[CH:24][CH:23]=1)(=[O:21])=[O:20])=[CH2:18]. The catalyst is CCO.C(Cl)Cl. The product is [C:22]1([S:19]([CH2:17][CH2:18][N:2]2[CH2:6][CH2:5][CH2:4][C@H:3]2[C:7]([O:9][CH2:10][C:11]2[CH:16]=[CH:15][CH:14]=[CH:13][CH:12]=2)=[O:8])(=[O:21])=[O:20])[CH:27]=[CH:26][CH:25]=[CH:24][CH:23]=1. The yield is 0.980. (5) The reactants are CC1(C)C(C)(C)OB([C:9]2[CH:17]=[CH:16][CH:15]=[C:14]3[C:10]=2[CH:11]=[CH:12][NH:13]3)O1.Br[C:20]1[CH:25]=[CH:24][CH:23]=[C:22]([F:26])[C:21]=1[F:27].[OH-].[Na+]. The catalyst is O1CCCC1.[Pd].C1(P(C2C=CC=CC=2)C2C=CC=CC=2)C=CC=CC=1.C1(P(C2C=CC=CC=2)C2C=CC=CC=2)C=CC=CC=1.C1(P(C2C=CC=CC=2)C2C=CC=CC=2)C=CC=CC=1.C1(P(C2C=CC=CC=2)C2C=CC=CC=2)C=CC=CC=1. The product is [F:26][C:22]1[C:21]([F:27])=[CH:20][CH:25]=[CH:24][C:23]=1[C:9]1[CH:17]=[CH:16][CH:15]=[C:14]2[C:10]=1[CH:11]=[CH:12][NH:13]2. The yield is 0.700. (6) The reactants are C([O:3][C:4](=O)[C:5]1[CH:10]=[CH:9][C:8]([N:11]2[C:15]([O:16][CH:17]([F:19])[F:18])=[CH:14][C:13]([C:20]([F:23])([F:22])[F:21])=[N:12]2)=[CH:7][CH:6]=1)C.CC(C[AlH]CC(C)C)C. The catalyst is C1(C)C=CC=CC=1. The product is [F:19][CH:17]([F:18])[O:16][C:15]1[N:11]([C:8]2[CH:7]=[CH:6][C:5]([CH2:4][OH:3])=[CH:10][CH:9]=2)[N:12]=[C:13]([C:20]([F:23])([F:22])[F:21])[CH:14]=1. The yield is 0.990.